Dataset: Catalyst prediction with 721,799 reactions and 888 catalyst types from USPTO. Task: Predict which catalyst facilitates the given reaction. (1) Reactant: [CH3:1][O:2][C:3]1[CH:8]=[CH:7][C:6]([C:9]2[N:10]=[C:11]([C:17]3[CH:22]=[CH:21][N:20]=[CH:19][CH:18]=3)[NH:12][C:13]=2[C:14](O)=[O:15])=[CH:5][CH:4]=1.O.OC1C2N=N[NH:30]C=2C=CC=1.N.O1CCOCC1.CN(C)CCCN=C=NCC. Product: [CH3:1][O:2][C:3]1[CH:8]=[CH:7][C:6]([C:9]2[N:10]=[C:11]([C:17]3[CH:22]=[CH:21][N:20]=[CH:19][CH:18]=3)[NH:12][C:13]=2[C:14]([NH2:30])=[O:15])=[CH:5][CH:4]=1. The catalyst class is: 3. (2) Reactant: Cl[C:2]1[CH:11]=[CH:10][C:9]2[C:4](=[C:5]([O:12][CH3:13])[CH:6]=[CH:7][CH:8]=2)[N:3]=1.[OH2:14]. Product: [CH3:13][O:12][C:5]1[CH:6]=[CH:7][CH:8]=[C:9]2[C:4]=1[NH:3][C:2](=[O:14])[CH:11]=[CH:10]2. The catalyst class is: 15.